This data is from Catalyst prediction with 721,799 reactions and 888 catalyst types from USPTO. The task is: Predict which catalyst facilitates the given reaction. (1) Reactant: [H-].[Na+].[CH3:3][C:4]1[C:9]([CH3:10])=[CH:8][C:7]([CH3:11])=[CH:6][C:5]=1[OH:12].[Cl:13][C:14]1[N:19]=[C:18](Cl)[C:17]([CH:21]([CH3:23])[CH3:22])=[C:16]([Cl:24])[N:15]=1.C(OCC)(=O)C. Product: [Cl:13][C:14]1[N:15]=[C:16]([Cl:24])[C:17]([CH:21]([CH3:23])[CH3:22])=[C:18]([O:12][C:5]2[CH:6]=[C:7]([CH3:11])[CH:8]=[C:9]([CH3:10])[C:4]=2[CH3:3])[N:19]=1. The catalyst class is: 3. (2) Reactant: [OH-].[K+].[PH2](O)=O.[PH2]([O-])=O.[Na+].[C:10]([OH:14])(=[O:13])[CH:11]=[CH2:12].[C:15]([O:19][CH2:20][CH2:21][OH:22])(=[O:18])[CH:16]=[CH2:17].OO.[Na]. Product: [C:10]([OH:14])(=[O:13])[CH:11]=[CH2:12].[C:15]([O:19][CH2:20][CH2:21][OH:22])(=[O:18])[CH:16]=[CH2:17]. The catalyst class is: 657. (3) The catalyst class is: 23. Reactant: [Cl:1][C:2]1[C:3]([C:30]2[C:38]3[C:33](=[CH:34][CH:35]=[CH:36][CH:37]=3)[NH:32][CH:31]=2)=[N:4][C:5]([NH:8][CH:9]2[CH2:14][CH2:13][N:12]([CH2:15][C:16]3[CH:21]=[CH:20][C:19]([NH:22][C:23](=[O:29])/[CH:24]=[CH:25]/[CH2:26][NH:27][CH3:28])=[CH:18][CH:17]=3)[CH2:11][CH2:10]2)=[N:6][CH:7]=1.Cl[CH2:40][C:41]([NH2:43])=[O:42].C([O-])([O-])=O.[K+].[K+]. Product: [NH2:43][C:41](=[O:42])[CH2:40][N:27]([CH3:28])[CH2:26]/[CH:25]=[CH:24]/[C:23]([NH:22][C:19]1[CH:20]=[CH:21][C:16]([CH2:15][N:12]2[CH2:13][CH2:14][CH:9]([NH:8][C:5]3[N:4]=[C:3]([C:30]4[C:38]5[C:33](=[CH:34][CH:35]=[CH:36][CH:37]=5)[NH:32][CH:31]=4)[C:2]([Cl:1])=[CH:7][N:6]=3)[CH2:10][CH2:11]2)=[CH:17][CH:18]=1)=[O:29]. (4) Reactant: Cl[C:2]1[N:7]=[CH:6][N:5]=[C:4]([NH:8][C:9]2[CH:14]=[CH:13][C:12]([P:15]([CH3:18])([CH3:17])=[O:16])=[CH:11][CH:10]=2)[CH:3]=1.C(N(CC)CC)C.Cl.[NH2:27][N:28]1[CH2:35][CH:34]2[CH:30]([CH2:31][CH2:32][CH2:33]2)[CH2:29]1. Product: [CH3:17][P:15]([C:12]1[CH:13]=[CH:14][C:9]([NH:8][C:4]2[CH:3]=[C:2]([NH:27][N:28]3[CH2:35][CH:34]4[CH2:33][CH2:32][CH2:31][CH:30]4[CH2:29]3)[N:7]=[CH:6][N:5]=2)=[CH:10][CH:11]=1)([CH3:18])=[O:16]. The catalyst class is: 8. (5) Reactant: [C:1]([C:3]1[C:26](=[O:27])[C@@H:25]([CH3:28])[C@@H:6]2[CH2:7][CH2:8][C:9]3[CH:10]=[N:11][C:12]([C:15]4[CH:24]=[CH:23][C:18]([C:19]([O:21]C)=[O:20])=[CH:17][CH:16]=4)=[N:13][C:14]=3[C@@:5]2([C:29]2[CH:34]=[CH:33][CH:32]=[CH:31][CH:30]=2)[CH:4]=1)#[N:2].O.O.[OH-].[Li+].Cl. Product: [C:1]([C:3]1[C:26](=[O:27])[C@@H:25]([CH3:28])[C@@H:6]2[CH2:7][CH2:8][C:9]3[CH:10]=[N:11][C:12]([C:15]4[CH:24]=[CH:23][C:18]([C:19]([OH:21])=[O:20])=[CH:17][CH:16]=4)=[N:13][C:14]=3[C@@:5]2([C:29]2[CH:34]=[CH:33][CH:32]=[CH:31][CH:30]=2)[CH:4]=1)#[N:2]. The catalyst class is: 54. (6) Reactant: [O:1]1[C:6]2[CH:7]=[CH:8][C:9]([CH2:11][N:12]([CH:20]3[CH2:25][CH2:24][NH:23][CH2:22][CH2:21]3)[C:13](=[O:19])[O:14][C:15]([CH3:18])([CH3:17])[CH3:16])=[CH:10][C:5]=2[O:4][CH2:3][CH2:2]1.[Cl:26][C:27]1[CH:28]=[C:29]2[C:34](=[CH:35][CH:36]=1)[N:33]([CH2:37][CH:38]=O)[C:32](=[O:40])[CH:31]=[CH:30]2.C(O[BH-](OC(=O)C)OC(=O)C)(=O)C.[Na+].C(=O)([O-])O.[Na+]. Product: [O:1]1[C:6]2[CH:7]=[CH:8][C:9]([CH2:11][N:12]([CH:20]3[CH2:25][CH2:24][N:23]([CH2:38][CH2:37][N:33]4[C:34]5[C:29](=[CH:28][C:27]([Cl:26])=[CH:36][CH:35]=5)[CH:30]=[CH:31][C:32]4=[O:40])[CH2:22][CH2:21]3)[C:13](=[O:19])[O:14][C:15]([CH3:18])([CH3:16])[CH3:17])=[CH:10][C:5]=2[O:4][CH2:3][CH2:2]1. The catalyst class is: 671. (7) Reactant: [CH3:1][C:2]1[CH:7]=[CH:6][C:5]([C:8]2[CH:13]=[C:12]([CH3:14])[CH:11]=[CH:10][C:9]=2[C:15]([NH:17][C:18]2[CH:40]=[CH:39][C:21]([O:22][CH2:23][CH2:24][C:25]3[N:30]=[C:29]([NH:31]C(=O)OC(C)(C)C)[CH:28]=[CH:27][CH:26]=3)=[CH:20][CH:19]=2)=[O:16])=[CH:4][CH:3]=1.FC(F)(F)C(O)=O. Product: [NH2:31][C:29]1[N:30]=[C:25]([CH2:24][CH2:23][O:22][C:21]2[CH:20]=[CH:19][C:18]([NH:17][C:15]([C:9]3[C:8]([C:5]4[CH:6]=[CH:7][C:2]([CH3:1])=[CH:3][CH:4]=4)=[CH:13][C:12]([CH3:14])=[CH:11][CH:10]=3)=[O:16])=[CH:40][CH:39]=2)[CH:26]=[CH:27][CH:28]=1. The catalyst class is: 4. (8) Reactant: [Cl:1][C:2]1[CH:3]=[C:4](OS(C(F)(F)F)(=O)=O)[CH:5]=[C:6]([Cl:21])[C:7]=1[CH2:8][CH:9]1[CH2:13][CH2:12][N:11]([CH:14]2[CH2:19][CH2:18][CH2:17][CH2:16][CH2:15]2)[C:10]1=[O:20].C(=O)([O-])[O-].[Na+].[Na+].[C:36]([CH2:39][C:40]1C=CC(B(O)O)=[CH:42][CH:41]=1)(O)=O.[C:49]([O:52][CH2:53]C)(=[O:51])[CH3:50]. Product: [CH3:53][O:52][C:49]([C:50]1[CH:42]=[CH:41][C:40]([C:4]2[CH:3]=[C:2]([Cl:1])[C:7]([CH2:8][CH:9]3[CH2:13][CH2:12][N:11]([CH:14]4[CH2:19][CH2:18][CH2:17][CH2:16][CH2:15]4)[C:10]3=[O:20])=[C:6]([Cl:21])[CH:5]=2)=[CH:39][CH:36]=1)=[O:51]. The catalyst class is: 109.